From a dataset of Forward reaction prediction with 1.9M reactions from USPTO patents (1976-2016). Predict the product of the given reaction. (1) Given the reactants [CH:1]1([C:6]([C:8](=[CH:13]N(C)C)[C:9]([O:11][CH3:12])=[O:10])=O)[CH2:5][CH2:4][CH2:3][CH2:2]1.Cl.[C:18]([C:21]1([NH:24][C:25](=[O:34])[O:26][CH2:27][C:28]2[CH:33]=[CH:32][CH:31]=[CH:30][CH:29]=2)[CH2:23][CH2:22]1)(=[NH:20])[NH2:19], predict the reaction product. The product is: [CH2:27]([O:26][C:25]([NH:24][C:21]1([C:18]2[N:19]=[C:6]([CH:1]3[CH2:2][CH2:3][CH2:4][CH2:5]3)[C:8]([C:9]([O:11][CH3:12])=[O:10])=[CH:13][N:20]=2)[CH2:22][CH2:23]1)=[O:34])[C:28]1[CH:29]=[CH:30][CH:31]=[CH:32][CH:33]=1. (2) Given the reactants [Cl:1][C:2]1[CH:28]=[CH:27][C:5]([O:6][CH2:7][C:8]([N:10]2[C:16]3[CH:17]=[CH:18][CH:19]=[CH:20][C:15]=3[CH2:14][N:13]3[C:21]([C:24](Cl)=[O:25])=[CH:22][CH:23]=[C:12]3[CH2:11]2)=[O:9])=[CH:4][CH:3]=1.C(N(CC)CC)C.Cl.[CH3:37][C:38]1[C:43]([NH2:44])=[CH:42][CH:41]=[C:40]([C:45]2[CH:50]=[CH:49][CH:48]=[CH:47][C:46]=2[CH3:51])[CH:39]=1, predict the reaction product. The product is: [Cl:1][C:2]1[CH:28]=[CH:27][C:5]([O:6][CH2:7][C:8]([N:10]2[C:16]3[CH:17]=[CH:18][CH:19]=[CH:20][C:15]=3[CH2:14][N:13]3[C:21]([C:24]([NH:44][C:43]4[CH:42]=[CH:41][C:40]([C:45]5[CH:50]=[CH:49][CH:48]=[CH:47][C:46]=5[CH3:51])=[CH:39][C:38]=4[CH3:37])=[O:25])=[CH:22][CH:23]=[C:12]3[CH2:11]2)=[O:9])=[CH:4][CH:3]=1. (3) The product is: [C:22]([OH:23])(=[O:31])/[CH:10]=[CH:11]/[C:24]([OH:30])=[O:25].[CH3:26][NH:27][CH2:22][C:10]1[CH:9]=[C:8]([C:3]2[CH:4]=[CH:5][CH:6]=[CH:7][C:2]=2[CH3:1])[N:12]([S:13]([C:16]2[CH:17]=[N:18][CH:19]=[CH:20][CH:21]=2)(=[O:15])=[O:14])[CH:11]=1. Given the reactants [CH3:1][C:2]1[CH:7]=[CH:6][CH:5]=[CH:4][C:3]=1[C:8]1[N:12]([S:13]([C:16]2[CH:17]=[N:18][CH:19]=[CH:20][CH:21]=2)(=[O:15])=[O:14])[CH:11]=[C:10]([CH:22]=[O:23])[CH:9]=1.[CH3:24][OH:25].[CH3:26][NH2:27].[BH4-].[Na+].[OH2:30].[O:31]1CCCC1, predict the reaction product. (4) Given the reactants [Br:1][C:2]1[C:3]([NH:16][S:17]([CH3:20])(=[O:19])=[O:18])=[CH:4][C:5]2[O:9][C:8]([I:10])=[C:7]([C:11]([NH:13][CH3:14])=[O:12])[C:6]=2[CH:15]=1.[C:21]([O-])([O-])=O.[K+].[K+].CI, predict the reaction product. The product is: [Br:1][C:2]1[C:3]([N:16]([CH3:21])[S:17]([CH3:20])(=[O:18])=[O:19])=[CH:4][C:5]2[O:9][C:8]([I:10])=[C:7]([C:11]([NH:13][CH3:14])=[O:12])[C:6]=2[CH:15]=1. (5) Given the reactants C(OC([NH:8][C:9]1[CH:14]=[CH:13][CH:12]=[CH:11][C:10]=1B(O)O)=O)(C)(C)C.[CH2:18]([O:25][C:26]1[CH:27]=[C:28](Br)[C:29]([C:32]#[N:33])=[N:30][CH:31]=1)[C:19]1[CH:24]=[CH:23][CH:22]=[CH:21][CH:20]=1.C(=O)([O-])[O-].[K+].[K+], predict the reaction product. The product is: [CH2:18]([O:25][C:26]1[CH:31]=[N:30][C:29]2[C:28]([CH:27]=1)=[C:10]1[CH:11]=[CH:12][CH:13]=[CH:14][C:9]1=[N:8][C:32]=2[NH2:33])[C:19]1[CH:24]=[CH:23][CH:22]=[CH:21][CH:20]=1. (6) Given the reactants [H-].[Na+].[Cl:3][C:4]1[CH:9]=[C:8]([N+:10]([O-:12])=[O:11])[CH:7]=[C:6]([Cl:13])[C:5]=1[CH:14]([CH3:17])[C:15]#[N:16].[CH3:18]N(C=O)C, predict the reaction product. The product is: [Cl:3][C:4]1[CH:9]=[C:8]([N+:10]([O-:12])=[O:11])[CH:7]=[C:6]([Cl:13])[C:5]=1[C:14]([CH3:18])([CH3:17])[C:15]#[N:16]. (7) Given the reactants Br[C:2]1[C:10]2[S:9][C:8]([N:11]3[CH2:16][N:15]([CH3:17])[CH2:14][N:13]([CH2:18][CH3:19])[C:12]3=[O:20])=[N:7][C:6]=2[CH:5]=[C:4]([C:21]2[CH:22]=[N:23][C:24]([C:27]([OH:30])([CH3:29])[CH3:28])=[N:25][CH:26]=2)[CH:3]=1.[B:31]1([B:31]2[O:36][CH2:35][C:34]([CH3:38])([CH3:37])[CH2:33][O:32]2)[O:36][CH2:35][C:34]([CH3:38])([CH3:37])[CH2:33][O:32]1.C([O-])(=O)C.[K+].B(O)O, predict the reaction product. The product is: [CH3:37][C:34]1([CH3:38])[CH2:35][O:36][B:31]([C:2]2[C:10]3[S:9][C:8]([N:11]4[CH2:16][N:15]([CH3:17])[CH2:14][N:13]([CH2:18][CH3:19])[C:12]4=[O:20])=[N:7][C:6]=3[CH:5]=[C:4]([C:21]3[CH:22]=[N:23][C:24]([C:27]([OH:30])([CH3:29])[CH3:28])=[N:25][CH:26]=3)[CH:3]=2)[O:32][CH2:33]1.